From a dataset of Forward reaction prediction with 1.9M reactions from USPTO patents (1976-2016). Predict the product of the given reaction. (1) Given the reactants [CH2:1]([Li])[CH2:2][CH2:3][CH3:4].[Cl:6][C:7]1[CH:12]=[CH:11][C:10]([O:13][C:14]2[CH:21]=CC(C=O)=[CH:16][C:15]=2[F:22])=[CH:9][C:8]=1[C:23]([F:26])([F:25])[F:24], predict the reaction product. The product is: [CH:3]([C:2]1[CH:1]=[CH:21][C:14]([O:13][C:10]2[CH:11]=[CH:12][C:7]([Cl:6])=[C:8]([C:23]([F:25])([F:26])[F:24])[CH:9]=2)=[C:15]([F:22])[CH:16]=1)=[CH2:4]. (2) The product is: [C:15]([O:14][C:12]([N:19]1[CH2:24][CH2:23][CH:22]([NH:1][C:2]2[CH:3]=[CH:4][C:5]([NH:8][C:9](=[O:11])[CH3:10])=[CH:6][CH:7]=2)[CH2:21][CH2:20]1)=[O:13])([CH3:18])([CH3:16])[CH3:17]. Given the reactants [NH2:1][C:2]1[CH:7]=[CH:6][C:5]([NH:8][C:9](=[O:11])[CH3:10])=[CH:4][CH:3]=1.[C:12]([N:19]1[CH2:24][CH2:23][C:22](=O)[CH2:21][CH2:20]1)([O:14][C:15]([CH3:18])([CH3:17])[CH3:16])=[O:13], predict the reaction product. (3) Given the reactants [Cl:1][C:2]1[CH:3]=[C:4]([C:12]([O:14][CH2:15][C:16]2([C:29]3[CH:34]=[CH:33][C:32]([F:35])=[CH:31][CH:30]=3)[CH2:21][CH2:20][N:19]([C:22]([O:24][C:25]([CH3:28])([CH3:27])[CH3:26])=[O:23])[CH2:18][CH2:17]2)=[O:13])[C:5]2[NH:9][C:8](=[O:10])[NH:7][C:6]=2[CH:11]=1.C1(N(C)C2CCCCC2)CCCCC1.Cl[CH2:51][O:52][CH2:53][CH2:54][Si:55]([CH3:58])([CH3:57])[CH3:56].[O:59]1[CH2:63][CH2:62]C[CH2:60]1, predict the reaction product. The product is: [Cl:1][C:2]1[CH:3]=[C:4]([C:12]([O:14][CH2:15][C:16]2([C:29]3[CH:30]=[CH:31][C:32]([F:35])=[CH:33][CH:34]=3)[CH2:21][CH2:20][N:19]([C:22]([O:24][C:25]([CH3:27])([CH3:28])[CH3:26])=[O:23])[CH2:18][CH2:17]2)=[O:13])[C:5]2[N:9]([CH2:51][O:52][CH2:53][CH2:54][Si:55]([CH3:58])([CH3:57])[CH3:56])[C:8](=[O:10])[N:7]([CH2:60][O:59][CH2:63][CH2:62][Si:55]([CH3:57])([CH3:56])[CH3:54])[C:6]=2[CH:11]=1. (4) Given the reactants B(Br)(Br)Br.C[O:6][C:7]1[CH:26]=[CH:25][CH:24]=[CH:23][C:8]=1[CH2:9][CH2:10][NH:11][CH2:12][C:13]1[CH:22]=[CH:21][C:16]([C:17]([O:19][CH3:20])=[O:18])=[CH:15][CH:14]=1.CO, predict the reaction product. The product is: [OH:6][C:7]1[CH:26]=[CH:25][CH:24]=[CH:23][C:8]=1[CH2:9][CH2:10][NH:11][CH2:12][C:13]1[CH:22]=[CH:21][C:16]([C:17]([O:19][CH3:20])=[O:18])=[CH:15][CH:14]=1. (5) Given the reactants FC1C(OC(=O)CCC[CH2:13][CH2:14][N:15]2C(=O)C=CC2=O)=C(F)C(F)=C(F)C=1F.[C:27](=O)([O:35][C:36]1[CH:41]=CC=CN=1)[O:28][C:29]1[CH:34]=CC=CN=1, predict the reaction product. The product is: [NH2:15][CH2:14][CH2:13][CH:27]([O:28][CH2:29][CH3:34])[O:35][CH2:36][CH3:41]. (6) Given the reactants [Cl:1][C:2]1[CH:3]=[C:4](I)[C:5]([CH3:11])=[C:6]([CH:10]=1)[C:7]([OH:9])=[O:8].[OH:13]C1C=CC=C2C=1N=CC=C2.[OH-].[K+].C(O)(C)(C)C, predict the reaction product. The product is: [Cl:1][C:2]1[CH:3]=[C:4]([OH:13])[C:5]([CH3:11])=[C:6]([CH:10]=1)[C:7]([OH:9])=[O:8]. (7) Given the reactants [CH2:1]([O:3][C:4]([C:6]1[C:15](=[O:16])[C:14]2[C:9](=[C:10]([CH2:19][CH2:20][CH2:21][C@@H:22]3[CH2:26][C@@H:25]([O:27]CC4C=CC(OC)=CC=4)[CH2:24][NH:23]3)[C:11]([F:18])=[C:12]([F:17])[CH:13]=2)[N:8]([CH:37]2[CH2:39][CH2:38]2)[CH:7]=1)=[O:5])[CH3:2].FC(F)(F)C(O)=O, predict the reaction product. The product is: [CH:37]1([N:8]2[C:9]3[C:14](=[CH:13][C:12]([F:17])=[C:11]([F:18])[C:10]=3[CH2:19][CH2:20][CH2:21][C@@H:22]3[CH2:26][C@@H:25]([OH:27])[CH2:24][NH:23]3)[C:15](=[O:16])[C:6]([C:4]([O:3][CH2:1][CH3:2])=[O:5])=[CH:7]2)[CH2:39][CH2:38]1.